From a dataset of Cav3 T-type calcium channel HTS with 100,875 compounds. Binary Classification. Given a drug SMILES string, predict its activity (active/inactive) in a high-throughput screening assay against a specified biological target. (1) The compound is Clc1c(OC(=O)N2CCCCC2)c2c(c(Cl)c1)cccc2. The result is 0 (inactive). (2) The compound is s1c2n(c(c3ccccc3)c1)c(SCC(=O)c1ccc(NC(=O)C)cc1)nn2. The result is 0 (inactive). (3) The drug is O1CCN(CC1)C(=O)c1c(CCc2ccccc2)cccc1. The result is 0 (inactive). (4) The molecule is O1CCN(CC1)C(=O)c1c(n(nc1)c1ccccc1)NC(=O)c1ccc(cc1)C. The result is 0 (inactive). (5) The drug is S(c1n2c(nc3c(c2nn1)cccc3)C(C)(C)C)CC(=O)Nc1scc(n1)C. The result is 0 (inactive).